From a dataset of Peptide-MHC class I binding affinity with 185,985 pairs from IEDB/IMGT. Regression. Given a peptide amino acid sequence and an MHC pseudo amino acid sequence, predict their binding affinity value. This is MHC class I binding data. The peptide sequence is PEIRRWIIF. The MHC is HLA-A02:01 with pseudo-sequence HLA-A02:01. The binding affinity (normalized) is 0.0847.